This data is from Forward reaction prediction with 1.9M reactions from USPTO patents (1976-2016). The task is: Predict the product of the given reaction. (1) The product is: [CH3:3][C:4]1[O:8][C:7]([C:9]2[CH:14]=[CH:13][CH:12]=[CH:11][CH:10]=2)=[N:6][C:5]=1[CH2:15][O:16][C:17]1[CH:46]=[CH:45][C:20]([CH2:21][O:22]/[N:23]=[C:24](/[C:32]2[CH:33]=[CH:34][C:35]([O:38][C:39]3[CH:44]=[CH:43][CH:42]=[CH:41][CH:40]=3)=[CH:36][CH:37]=2)\[CH2:25][CH2:26][C:27]([OH:29])=[O:28])=[CH:19][CH:18]=1. Given the reactants [OH-].[Na+].[CH3:3][C:4]1[O:8][C:7]([C:9]2[CH:14]=[CH:13][CH:12]=[CH:11][CH:10]=2)=[N:6][C:5]=1[CH2:15][O:16][C:17]1[CH:46]=[CH:45][C:20]([CH2:21][O:22]/[N:23]=[C:24](/[C:32]2[CH:37]=[CH:36][C:35]([O:38][C:39]3[CH:44]=[CH:43][CH:42]=[CH:41][CH:40]=3)=[CH:34][CH:33]=2)\[CH2:25][CH2:26][C:27]([O:29]CC)=[O:28])=[CH:19][CH:18]=1.CO.Cl, predict the reaction product. (2) Given the reactants [F:1][C:2]1[C:11]2[CH2:10][CH2:9][CH2:8][CH2:7][C:6]=2[CH:5]=[CH:4][C:3]=1[CH2:12]O.S(Cl)([Cl:16])=O, predict the reaction product. The product is: [Cl:16][CH2:12][C:3]1[C:2]([F:1])=[C:11]2[C:6](=[CH:5][CH:4]=1)[CH2:7][CH2:8][CH2:9][CH2:10]2. (3) Given the reactants [NH:1](C(OCC1C=CC=CC=1)=O)[CH2:2][CH2:3][C:4](O)=[O:5].[CH2:17]([O:19][C:20](=[O:28])[C:21]1[CH:26]=[CH:25][C:24]([NH2:27])=[CH:23][CH:22]=1)[CH3:18], predict the reaction product. The product is: [CH2:17]([O:19][C:20](=[O:28])[C:21]1[CH:26]=[CH:25][C:24]([NH:27][C:4](=[O:5])[CH2:3][CH2:2][NH2:1])=[CH:23][CH:22]=1)[CH3:18]. (4) Given the reactants [F-].C([N+](CCCC)(CCCC)CCCC)CCC.[CH2:19]([CH:21]([CH2:36][CH2:37][CH2:38][CH3:39])[CH2:22][O:23][C:24]1[CH:29]=[CH:28][C:27]([C:30]#[C:31][Si](C)(C)C)=[CH:26][CH:25]=1)[CH3:20], predict the reaction product. The product is: [CH2:19]([CH:21]([CH2:36][CH2:37][CH2:38][CH3:39])[CH2:22][O:23][C:24]1[CH:25]=[CH:26][C:27]([C:30]#[CH:31])=[CH:28][CH:29]=1)[CH3:20].